From a dataset of Peptide-MHC class I binding affinity with 185,985 pairs from IEDB/IMGT. Regression. Given a peptide amino acid sequence and an MHC pseudo amino acid sequence, predict their binding affinity value. This is MHC class I binding data. (1) The peptide sequence is SYLKPHIFE. The MHC is HLA-B15:17 with pseudo-sequence HLA-B15:17. The binding affinity (normalized) is 0.0847. (2) The peptide sequence is VHAQIVSTL. The MHC is Mamu-A07 with pseudo-sequence Mamu-A07. The binding affinity (normalized) is 0.602. (3) The peptide sequence is VLAGGVLAAV. The binding affinity (normalized) is 0.824. The MHC is HLA-A02:03 with pseudo-sequence HLA-A02:03. (4) The peptide sequence is LALEGSLQKR. The MHC is HLA-A30:01 with pseudo-sequence HLA-A30:01. The binding affinity (normalized) is 0. (5) The MHC is HLA-A03:01 with pseudo-sequence HLA-A03:01. The binding affinity (normalized) is 0.698. The peptide sequence is KTFDTEYPK.